Dataset: Forward reaction prediction with 1.9M reactions from USPTO patents (1976-2016). Task: Predict the product of the given reaction. Given the reactants I[C:2]1[CH:9]=[CH:8][C:5]([C:6]#[N:7])=[CH:4][C:3]=1[O:10][CH2:11][O:12][CH3:13].[O:14]1[CH:18]=[CH:17][C:16](B(O)O)=[CH:15]1.C([O-])([O-])=O.[Cs+].[Cs+], predict the reaction product. The product is: [O:14]1[CH:18]=[CH:17][C:16]([C:2]2[CH:9]=[CH:8][C:5]([C:6]#[N:7])=[CH:4][C:3]=2[O:10][CH2:11][O:12][CH3:13])=[CH:15]1.